This data is from Reaction yield outcomes from USPTO patents with 853,638 reactions. The task is: Predict the reaction yield, written as a fraction of the theoretical maximum amount of product (1.0 means a 100% yield; for example, 0.34 means a 34% yield). (1) The reactants are Br[C:2]1[CH:8]=[C:7]([N+:9]([O-:11])=[O:10])[C:6]([F:12])=[CH:5][C:3]=1[NH2:4].[CH3:13][C:14]([CH3:18])([CH3:17])[C:15]#[CH:16].CCN(CC)CC. The catalyst is C1(C)C=CC=CC=1.O.[Cu]I.Cl[Pd](Cl)([P](C1C=CC=CC=1)(C1C=CC=CC=1)C1C=CC=CC=1)[P](C1C=CC=CC=1)(C1C=CC=CC=1)C1C=CC=CC=1. The product is [CH3:13][C:14]([CH3:18])([CH3:17])[C:15]#[C:16][C:2]1[CH:8]=[C:7]([N+:9]([O-:11])=[O:10])[C:6]([F:12])=[CH:5][C:3]=1[NH2:4]. The yield is 0.460. (2) The reactants are [Br:1][C:2]1[CH:3]=[C:4]([SH:8])[CH:5]=[CH:6][CH:7]=1.[O:9]=[C:10]1[CH2:15][CH2:14][N:13]([C:16]([O:18][C:19]([CH3:22])([CH3:21])[CH3:20])=[O:17])[CH2:12][CH2:11]1.ClN1C(=O)CCC1=O. The catalyst is C(Cl)Cl.O. The product is [Br:1][C:2]1[CH:3]=[C:4]([S:8][CH:15]2[C:10](=[O:9])[CH2:11][CH2:12][N:13]([C:16]([O:18][C:19]([CH3:22])([CH3:21])[CH3:20])=[O:17])[CH2:14]2)[CH:5]=[CH:6][CH:7]=1. The yield is 0.310. (3) The reactants are [BH3-]C#N.[Na+].C(O)(=O)C.[C:9]([O:13][C:14]([NH:16][N:17]=[CH:18][CH2:19][CH2:20][CH2:21][CH3:22])=[O:15])([CH3:12])([CH3:11])[CH3:10]. The catalyst is C1COCC1. The product is [C:9]([O:13][C:14]([NH:16][NH:17][CH2:18][CH2:19][CH2:20][CH2:21][CH3:22])=[O:15])([CH3:12])([CH3:11])[CH3:10]. The yield is 0.900. (4) The yield is 0.790. The reactants are [H-].[Na+].[Cl:3][C:4]1[CH:9]=[CH:8][C:7]([C:10]2([C:14](=[O:16])[CH3:15])[CH2:13][CH2:12][CH2:11]2)=[CH:6][CH:5]=1.[C:17](=O)([O:20]C)[O:18][CH3:19].S([O-])(O)(=O)=O.[Na+]. The product is [Cl:3][C:4]1[CH:5]=[CH:6][C:7]([C:10]2([C:14](=[O:16])[CH2:15][C:17]([O:18][CH3:19])=[O:20])[CH2:13][CH2:12][CH2:11]2)=[CH:8][CH:9]=1. The catalyst is O1CCOCC1. (5) The reactants are [C:1]([O:4][C:5]1[CH:13]=[CH:12][C:11]([NH:14]C(OC(C)(C)C)=O)=[CH:10][C:6]=1[C:7]([OH:9])=[O:8])(=[O:3])[CH3:2]. The yield is 0.970. The product is [C:1]([O:4][C:5]1[CH:13]=[CH:12][C:11]([NH2:14])=[CH:10][C:6]=1[C:7]([OH:9])=[O:8])(=[O:3])[CH3:2]. The catalyst is C(O)(C(F)(F)F)=O.C(Cl)Cl. (6) The reactants are Br[C:2]1[C:3]([CH3:19])=[N:4][C:5]([C:8]2[N:12]=[CH:11][N:10](C3CCCCO3)[N:9]=2)=[CH:6][CH:7]=1.[CH:20]([N:23]1[C:28]2=[N:29][C:30]([Sn](C)(C)C)=[CH:31][N:32]=[C:27]2[NH:26][CH2:25][C:24]1=[O:37])([CH3:22])[CH3:21].[C:38]1(C)C=[CH:42][CH:41]=[CH:40][C:39]=1P([C:40]1[CH:41]=[CH:42]C=[CH:38][C:39]=1C)[C:40]1[CH:41]=[CH:42]C=[CH:38][C:39]=1C.C(N(CC)CC)C.CN(C)C=[O:70]. The catalyst is C1C=CC(/C=C/C(/C=C/C2C=CC=CC=2)=O)=CC=1.C1C=CC(/C=C/C(/C=C/C2C=CC=CC=2)=O)=CC=1.C1C=CC(/C=C/C(/C=C/C2C=CC=CC=2)=O)=CC=1.[Pd].[Pd]. The product is [CH:20]([N:23]1[C:28]2=[N:29][C:30]([C:2]3[C:3]([CH3:19])=[N:4][C:5]([C:8]4[N:12]([CH:42]5[CH2:41][CH2:40][CH2:39][CH2:38][O:70]5)[CH:11]=[N:10][N:9]=4)=[CH:6][CH:7]=3)=[CH:31][N:32]=[C:27]2[NH:26][CH2:25][C:24]1=[O:37])([CH3:22])[CH3:21]. The yield is 0.667.